From a dataset of NCI-60 drug combinations with 297,098 pairs across 59 cell lines. Regression. Given two drug SMILES strings and cell line genomic features, predict the synergy score measuring deviation from expected non-interaction effect. Drug 1: CC1=C(C=C(C=C1)NC2=NC=CC(=N2)N(C)C3=CC4=NN(C(=C4C=C3)C)C)S(=O)(=O)N.Cl. Drug 2: CC1=CC2C(CCC3(C2CCC3(C(=O)C)OC(=O)C)C)C4(C1=CC(=O)CC4)C. Cell line: NCI-H460. Synergy scores: CSS=35.7, Synergy_ZIP=18.5, Synergy_Bliss=19.5, Synergy_Loewe=16.1, Synergy_HSA=16.4.